This data is from Catalyst prediction with 721,799 reactions and 888 catalyst types from USPTO. The task is: Predict which catalyst facilitates the given reaction. (1) Reactant: [NH:1]1[C:5]2=[N:6][CH:7]=[CH:8][CH:9]=[C:4]2[C:3]([C:10]2[CH2:11][N:12]([C:15]([O:17][C:18]([CH3:21])([CH3:20])[CH3:19])=[O:16])[CH2:13][CH:14]=2)=[CH:2]1.[CH2:22]([Zn]CC)C.ICI. Product: [NH:1]1[C:5]2=[N:6][CH:7]=[CH:8][CH:9]=[C:4]2[C:3]([C:10]23[CH2:22][CH:14]2[CH2:13][N:12]([C:15]([O:17][C:18]([CH3:21])([CH3:20])[CH3:19])=[O:16])[CH2:11]3)=[CH:2]1. The catalyst class is: 635. (2) The catalyst class is: 434. Reactant: Cl.[CH2:2]([C:6]1[CH:11]=[CH:10][C:9]([N:12]([CH2:14][C:15]([OH:17])=O)[CH3:13])=[CH:8][CH:7]=1)[CH2:3][CH2:4][CH3:5].[CH3:18][C@H:19]1[NH:24][CH2:23][CH2:22][N:21]([C:25]2[N:32]=[CH:31][CH:30]=[CH:29][C:26]=2[C:27]#[N:28])[CH2:20]1.Cl.C(N=C=NCCCN(C)C)C.O.ON1C2C=CC=CC=2N=N1.C(N(CC)CC)C. Product: [CH2:2]([C:6]1[CH:7]=[CH:8][C:9]([N:12]([CH3:13])[CH2:14][C:15]([N:24]2[CH2:23][CH2:22][N:21]([C:25]3[N:32]=[CH:31][CH:30]=[CH:29][C:26]=3[C:27]#[N:28])[CH2:20][C@H:19]2[CH3:18])=[O:17])=[CH:10][CH:11]=1)[CH2:3][CH2:4][CH3:5]. (3) Reactant: Cl[C:2]1[C:3]2[S:13][C:12]3[N:14]=[C:15]([C:19]4[CH:24]=[CH:23][C:22]([O:25][CH3:26])=[C:21]([O:27][CH3:28])[CH:20]=4)[CH:16]=[C:17]([CH3:18])[C:11]=3[C:4]=2[N:5]=[C:6]([CH2:8][CH2:9][CH3:10])[N:7]=1.[NH:29]1[CH2:34][CH2:33][NH:32][CH2:31][CH2:30]1. Product: [CH3:28][O:27][C:21]1[CH:20]=[C:19]([C:15]2[CH:16]=[C:17]([CH3:18])[C:11]3[C:4]4[N:5]=[C:6]([CH2:8][CH2:9][CH3:10])[N:7]=[C:2]([N:29]5[CH2:34][CH2:33][NH:32][CH2:31][CH2:30]5)[C:3]=4[S:13][C:12]=3[N:14]=2)[CH:24]=[CH:23][C:22]=1[O:25][CH3:26]. The catalyst class is: 7. (4) Reactant: [Si:1]([O:18][C@H:19]1[CH2:24][C@H:23]2[CH2:25][C@@H:20]1[CH2:21][C:22]2=[O:26])([C:14]([CH3:17])([CH3:16])[CH3:15])([C:8]1[CH:13]=[CH:12][CH:11]=[CH:10][CH:9]=1)[C:2]1[CH:7]=[CH:6][CH:5]=[CH:4][CH:3]=1.CCC(C)[BH-](C(C)CC)C(C)CC.[Li+]. Product: [Si:1]([O:18][C@H:19]1[CH2:24][C@H:23]2[CH2:25][C@@H:20]1[CH2:21][C@H:22]2[OH:26])([C:14]([CH3:17])([CH3:15])[CH3:16])([C:8]1[CH:13]=[CH:12][CH:11]=[CH:10][CH:9]=1)[C:2]1[CH:7]=[CH:6][CH:5]=[CH:4][CH:3]=1. The catalyst class is: 1. (5) Reactant: [Cl-].O[NH3+:3].[C:4](=[O:7])([O-])[OH:5].[Na+].CS(C)=O.[F:13][C:14]1[CH:15]=[C:16]([C:48]2[C:49]([C:54]#[N:55])=[CH:50][CH:51]=[CH:52][CH:53]=2)[CH:17]=[CH:18][C:19]=1[CH2:20][C:21]1[C:22](=[O:47])[N:23]([C@H:33]2[CH2:38][CH2:37][C@H:36]([O:39][CH:40]([C:42]3([OH:46])[CH2:45][CH2:44][CH2:43]3)[CH3:41])[CH2:35][CH2:34]2)[C:24]2[N:25]([N:30]=[CH:31][N:32]=2)[C:26]=1[CH2:27][CH2:28][CH3:29]. Product: [F:13][C:14]1[CH:15]=[C:16]([C:48]2[CH:53]=[CH:52][CH:51]=[CH:50][C:49]=2[C:54]2[NH:3][C:4](=[O:7])[O:5][N:55]=2)[CH:17]=[CH:18][C:19]=1[CH2:20][C:21]1[C:22](=[O:47])[N:23]([C@H:33]2[CH2:38][CH2:37][C@H:36]([O:39][CH:40]([C:42]3([OH:46])[CH2:43][CH2:44][CH2:45]3)[CH3:41])[CH2:35][CH2:34]2)[C:24]2[N:25]([N:30]=[CH:31][N:32]=2)[C:26]=1[CH2:27][CH2:28][CH3:29]. The catalyst class is: 69. (6) Reactant: [CH3:1][C@H:2]([CH2:22][CH:23]=[CH2:24])[C:3]([O:5][CH2:6][C@H:7]([NH:14][C:15](=[O:21])[C@@H:16]([CH3:20])[CH2:17]C=C)[C:8]1[CH:13]=[CH:12][CH:11]=[CH:10][CH:9]=1)=[O:4]. Product: [CH3:20][C@H:16]1[CH2:17][CH:24]=[CH:23][CH2:22][C@@H:2]([CH3:1])[C:3](=[O:4])[O:5][CH2:6][C@@H:7]([C:8]2[CH:9]=[CH:10][CH:11]=[CH:12][CH:13]=2)[NH:14][C:15]1=[O:21]. The catalyst class is: 11. (7) Reactant: [O:1]=[C:2]1[CH:7]=[C:6]([CH:8]2[CH2:13][CH2:12][N:11](C(OC(C)(C)C)=O)[CH2:10][CH2:9]2)[N:5]2[N:21]=[C:22]3[N:27]=[CH:26][CH:25]=[C:24]([C:28]4[CH:33]=[CH:32][CH:31]=[CH:30][CH:29]=4)[C:23]3=[C:4]2[NH:3]1.[ClH:34]. Product: [ClH:34].[C:28]1([C:24]2[C:23]3[C:22](=[N:21][N:5]4[C:6]([CH:8]5[CH2:9][CH2:10][NH:11][CH2:12][CH2:13]5)=[CH:7][C:2](=[O:1])[NH:3][C:4]4=3)[N:27]=[CH:26][CH:25]=2)[CH:29]=[CH:30][CH:31]=[CH:32][CH:33]=1. The catalyst class is: 71.